Dataset: Retrosynthesis with 50K atom-mapped reactions and 10 reaction types from USPTO. Task: Predict the reactants needed to synthesize the given product. (1) The reactants are: CCOC(=O)c1nc(CC2(c3ccccc3)CCCC2)n(C)c(=O)c1O.CN. Given the product CNC(=O)c1nc(CC2(c3ccccc3)CCCC2)n(C)c(=O)c1O, predict the reactants needed to synthesize it. (2) Given the product CC(O)C=C(Cl)c1ccc(Cl)cc1, predict the reactants needed to synthesize it. The reactants are: C[Mg+].O=CC=C(Cl)c1ccc(Cl)cc1. (3) Given the product Clc1cc2ccccc2cn1, predict the reactants needed to synthesize it. The reactants are: Clc1cc2ccccc2c(Cl)n1. (4) Given the product CN(C)Cc1cc2c(o1)CCN(S(=O)(=O)c1ccc(C(=O)c3ccccc3)cc1)C2, predict the reactants needed to synthesize it. The reactants are: C=O.CNC.O=C(c1ccccc1)c1ccc(S(=O)(=O)N2CCc3occc3C2)cc1. (5) Given the product Cc1ccccc1C(NC(=O)Nc1ccc(Cl)cc1)C(=O)Nc1ccc(N2CCOCC2=O)cc1, predict the reactants needed to synthesize it. The reactants are: Cc1ccccc1C(NC(=O)Nc1ccc(Cl)cc1)C(=O)O.Nc1ccc(N2CCOCC2=O)cc1. (6) Given the product CC(C)COc1ccc(S(C)(=O)=O)cc1C(=O)N1CCN(c2cnc3ccccc3n2)CC1, predict the reactants needed to synthesize it. The reactants are: CC(C)COc1ccc(S(C)(=O)=O)cc1C(=O)O.c1ccc2nc(N3CCNCC3)cnc2c1. (7) Given the product COc1cc([C@@H](C)N[C@H]2CC[C@@H](c3ccc(NCCO)nc3)C2)ccc1F, predict the reactants needed to synthesize it. The reactants are: COc1cc([C@@H](C)N[C@H]2CC[C@@H](c3ccc(F)nc3)C2)ccc1F.NCCO.